Dataset: Forward reaction prediction with 1.9M reactions from USPTO patents (1976-2016). Task: Predict the product of the given reaction. (1) Given the reactants [O:1]1[CH2:5][CH2:4][C:3]([C:6]2[C:7]([CH3:25])=[C:8]([C:16]3[CH:17]=[N:18][NH:19][C:20](=[O:24])[C:21]=3[O:22][CH3:23])[CH:9]=[CH:10][C:11]=2[S:12]([CH3:15])(=[O:14])=[O:13])=[N:2]1.[C:43]1(P([C:39]2[CH:44]=[CH:43][CH:42]=[CH:41]C=2)[C:43]2[CH:44]=[CH:39]C=[CH:41][CH:42]=2)[CH:44]=[CH:39]C=[CH:41][CH:42]=1.C1(O)CCCC1.N(C(OC(C)C)=O)=NC(OC(C)C)=O, predict the reaction product. The product is: [CH:41]1([N:19]2[C:20](=[O:24])[C:21]([O:22][CH3:23])=[C:16]([C:8]3[CH:9]=[CH:10][C:11]([S:12]([CH3:15])(=[O:13])=[O:14])=[C:6]([C:3]4[CH2:4][CH2:5][O:1][N:2]=4)[C:7]=3[CH3:25])[CH:17]=[N:18]2)[CH2:42][CH2:43][CH2:44][CH2:39]1. (2) Given the reactants O1[CH:5]=[CH:4][CH:3]=[C:2]1[C:6]1[C:14]2[C:13]([CH3:15])=[N:12][CH:11]=[N:10][C:9]=2[N:8]([C@@H:16]2[O:22][C@H:21]([CH2:23][OH:24])[C@@H:19]([OH:20])[C@H:17]2[OH:18])[CH:7]=1.BrC1C2C(C)=NC=NC=2N([C@@H]2O[C@H](CO)[C@@H](O)[C@H]2O)C=1.[S:45]1C=CC=C1B(O)O, predict the reaction product. The product is: [CH3:15][C:13]1[C:14]2[C:6]([C:2]3[S:45][CH:5]=[CH:4][CH:3]=3)=[CH:7][N:8]([C@@H:16]3[O:22][C@H:21]([CH2:23][OH:24])[C@@H:19]([OH:20])[C@H:17]3[OH:18])[C:9]=2[N:10]=[CH:11][N:12]=1. (3) Given the reactants CS([Cl:5])(=O)=O.[C:6]([O:10][C:11]([N:13]1[CH2:18][CH2:17][CH:16]([CH2:19][CH:20](O)[C:21]2[O:22][C:23]3[CH:28]=[CH:27][N:26]=[CH:25][C:24]=3[N:29]=2)[CH2:15][CH2:14]1)=[O:12])([CH3:9])([CH3:8])[CH3:7], predict the reaction product. The product is: [C:6]([O:10][C:11]([N:13]1[CH2:18][CH2:17][CH:16]([CH2:19][CH:20]([Cl:5])[C:21]2[O:22][C:23]3[CH:28]=[CH:27][N:26]=[CH:25][C:24]=3[N:29]=2)[CH2:15][CH2:14]1)=[O:12])([CH3:9])([CH3:8])[CH3:7]. (4) Given the reactants [Cl:1][C:2]1[CH:3]=[CH:4][C:5]2[O:9][C:8]([C:10]3[CH:11]=[CH:12][C:13](F)=[C:14]([N+:16]([O-])=O)[CH:15]=3)=[N:7][C:6]=2[CH:20]=1.C(N(CC)CC)C.[CH2:28]([NH2:31])[CH2:29][CH3:30].[H][H], predict the reaction product. The product is: [Cl:1][C:2]1[CH:3]=[CH:4][C:5]2[O:9][C:8]([C:10]3[CH:11]=[CH:12][C:13]([NH:31][CH2:28][CH2:29][CH3:30])=[C:14]([CH:15]=3)[NH2:16])=[N:7][C:6]=2[CH:20]=1. (5) Given the reactants [CH3:1][C:2]1[N:6]([CH3:7])[C:5](=[O:8])[N:4]([CH2:9][C:10]([O:12]C)=[O:11])[N:3]=1.[OH-].[Li+].Cl, predict the reaction product. The product is: [CH3:1][C:2]1[N:6]([CH3:7])[C:5](=[O:8])[N:4]([CH2:9][C:10]([OH:12])=[O:11])[N:3]=1. (6) The product is: [ClH:1].[Cl:1][C:2]1[CH:25]=[CH:24][CH:23]=[C:22]([F:26])[C:3]=1[O:4][C:5]1[CH2:9][N:8]([C@@H:10]([CH2:14][CH:15]2[CH2:20][CH2:19][CH2:18][CH2:17][CH2:16]2)[C:11]([NH:33][C:28]2[CH:29]=[N:30][CH:31]=[CH:32][N:27]=2)=[O:13])[C:7](=[O:21])[CH:6]=1. Given the reactants [Cl:1][C:2]1[CH:25]=[CH:24][CH:23]=[C:22]([F:26])[C:3]=1[O:4][C:5]1[CH2:9][N:8]([C@@H:10]([CH2:14][CH:15]2[CH2:20][CH2:19][CH2:18][CH2:17][CH2:16]2)[C:11]([OH:13])=O)[C:7](=[O:21])[CH:6]=1.[N:27]1[CH:32]=[CH:31][N:30]=[CH:29][C:28]=1[NH2:33].F[P-](F)(F)(F)(F)F.Br[P+](N1CCCC1)(N1CCCC1)N1CCCC1.C(N(CC)C(C)C)(C)C.Cl, predict the reaction product.